From a dataset of Reaction yield outcomes from USPTO patents with 853,638 reactions. Predict the reaction yield, written as a fraction of the theoretical maximum amount of product (1.0 means a 100% yield; for example, 0.34 means a 34% yield). (1) The product is [CH3:30][N:29]([CH3:31])[CH2:28][CH2:27][N:1]1[CH2:7][CH2:6][CH2:5][C@H:4]([NH:8][C:9](=[O:15])[O:10][C:11]([CH3:12])([CH3:14])[CH3:13])[CH2:3][CH2:2]1. The reactants are [NH:1]1[CH2:7][CH2:6][CH2:5][C@H:4]([NH:8][C:9](=[O:15])[O:10][C:11]([CH3:14])([CH3:13])[CH3:12])[CH2:3][CH2:2]1.CC1C=CC(S(O[CH2:27][CH2:28][N:29]([CH3:31])[CH3:30])(=O)=O)=CC=1.CCN(C(C)C)C(C)C. The yield is 0.730. The catalyst is C(#N)C. (2) The reactants are [Br:1][C:2]1[S:6][C:5]([C:7](OC)=[O:8])=[C:4]([NH:11][CH2:12][C:13]2[CH:18]=[CH:17][CH:16]=[CH:15][N:14]=2)[CH:3]=1.[OH-].[Na+].Cl.C([N:24](CC)CC)C.[Cl-].[NH4+].Cl.C(N=C=NCCCN(C)C)C.ON1C2C=CC=CC=2N=N1. The catalyst is CO.C(O)C.O. The product is [Br:1][C:2]1[S:6][C:5]([C:7]([NH2:24])=[O:8])=[C:4]([NH:11][CH2:12][C:13]2[CH:18]=[CH:17][CH:16]=[CH:15][N:14]=2)[CH:3]=1. The yield is 0.500. (3) The reactants are [Br:1][C:2]1[CH:3]=[C:4]([S:10](Cl)(=[O:12])=[O:11])[CH:5]=[CH:6][C:7]=1[O:8][CH3:9].[NH2:14][C:15]1[CH:16]=[C:17]([OH:25])[C:18](=[CH:23][CH:24]=1)[C:19]([O:21][CH3:22])=[O:20].N1C=CC=CC=1.O. The catalyst is CC#N.CCOC(C)=O. The product is [Br:1][C:2]1[CH:3]=[C:4]([S:10]([NH:14][C:15]2[CH:24]=[CH:23][C:18]([C:19]([O:21][CH3:22])=[O:20])=[C:17]([OH:25])[CH:16]=2)(=[O:12])=[O:11])[CH:5]=[CH:6][C:7]=1[O:8][CH3:9]. The yield is 0.780. (4) The reactants are [F:1][C:2]1[CH:9]=[CH:8][C:5]([CH:6]=O)=[CH:4][C:3]=1[O:10][CH3:11].[CH2:12]1[C:26]2[C:21](=[CH:22][CH:23]=[CH:24][CH:25]=2)[CH2:20][C:19]2[C:14](=[CH:15][CH:16]=[CH:17][CH:18]=2)[CH2:13]1. No catalyst specified. The product is [F:1][C:2]1[CH:9]=[CH:8][C:5]([CH:6]=[C:20]2[C:19]3[CH:18]=[CH:17][CH:16]=[CH:15][C:14]=3[CH2:13][CH2:12][C:26]3[CH:25]=[CH:24][CH:23]=[CH:22][C:21]2=3)=[CH:4][C:3]=1[O:10][CH3:11]. The yield is 0.490. (5) The reactants are Cl[C:2]1[CH:7]=[C:6]([Cl:8])[N:5]=[CH:4][N:3]=1.[NH:9]1[CH:13]=[N:12][CH:11]=[N:10]1.C(=O)([O-])[O-].[Cs+].[Cs+]. The catalyst is CN(C=O)C.O. The product is [Cl:8][C:6]1[CH:7]=[C:2]([N:9]2[CH:13]=[N:12][CH:11]=[N:10]2)[N:3]=[CH:4][N:5]=1. The yield is 0.380.